This data is from Forward reaction prediction with 1.9M reactions from USPTO patents (1976-2016). The task is: Predict the product of the given reaction. Given the reactants [Cl:1][C:2]1[C:10]2[O:9][CH:8]=[C:7]([CH2:11][C:12]([OH:14])=[O:13])[C:6]=2[CH:5]=[CH:4][C:3]=1[OH:15].OS(O)(=O)=O.[CH3:21]O, predict the reaction product. The product is: [CH3:21][O:13][C:12](=[O:14])[CH2:11][C:7]1[C:6]2[CH:5]=[CH:4][C:3]([OH:15])=[C:2]([Cl:1])[C:10]=2[O:9][CH:8]=1.